Dataset: Full USPTO retrosynthesis dataset with 1.9M reactions from patents (1976-2016). Task: Predict the reactants needed to synthesize the given product. Given the product [F:28][C:29]1[CH:30]=[N:31][C:32]([NH:35][C:36]2[S:37][C:16]3[CH2:15][CH2:14][N:13]([CH2:19][C:20]4[N:24]=[C:23]([CH3:25])[O:22][N:21]=4)[C:12]4[N:8]([CH2:7][C:6]5[CH:26]=[CH:27][C:3]([O:2][CH3:1])=[CH:4][CH:5]=5)[N:9]=[CH:10][C:11]=4[C:17]=3[N:38]=2)=[N:33][CH:34]=1, predict the reactants needed to synthesize it. The reactants are: [CH3:1][O:2][C:3]1[CH:27]=[CH:26][C:6]([CH2:7][N:8]2[C:12]3[N:13]([CH2:19][C:20]4[N:24]=[C:23]([CH3:25])[O:22][N:21]=4)[CH2:14][CH2:15][CH2:16][C:17](=O)[C:11]=3[CH:10]=[N:9]2)=[CH:5][CH:4]=1.[F:28][C:29]1[CH:30]=[N:31][C:32]([NH:35][C:36]([NH2:38])=[S:37])=[N:33][CH:34]=1.II.